From a dataset of Catalyst prediction with 721,799 reactions and 888 catalyst types from USPTO. Predict which catalyst facilitates the given reaction. (1) Reactant: [F:1][C:2]1[CH:7]=[CH:6][C:5]([CH2:8][C:9]2[CH:18]=[C:17]3[C:12]([C:13]([OH:25])=[C:14]([C:20]([O:22][CH2:23][CH3:24])=[O:21])[C:15](=[O:19])[NH:16]3)=[N:11][CH:10]=2)=[CH:4][CH:3]=1.I[CH2:27][CH2:28][CH2:29][OH:30]. Product: [F:1][C:2]1[CH:7]=[CH:6][C:5]([CH2:8][C:9]2[CH:18]=[C:17]3[C:12]([C:13]([OH:25])=[C:14]([C:20]([O:22][CH2:23][CH3:24])=[O:21])[C:15](=[O:19])[N:16]3[CH2:27][CH2:28][CH2:29][OH:30])=[N:11][CH:10]=2)=[CH:4][CH:3]=1. The catalyst class is: 7. (2) Reactant: [CH:1]1([CH2:6][CH:7]([C:18]2[NH:29][C:21]3=[N:22][CH:23]=[C:24]([CH2:26][CH:27]=[O:28])[CH:25]=[C:20]3[CH:19]=2)[C:8]2[CH:13]=[CH:12][C:11]([S:14]([CH3:17])(=[O:16])=[O:15])=[CH:10][CH:9]=2)[CH2:5][CH2:4][CH2:3][CH2:2]1.[BH4-].[Na+]. Product: [CH:1]1([CH2:6][CH:7]([C:18]2[NH:29][C:21]3=[N:22][CH:23]=[C:24]([CH2:26][CH2:27][OH:28])[CH:25]=[C:20]3[CH:19]=2)[C:8]2[CH:13]=[CH:12][C:11]([S:14]([CH3:17])(=[O:16])=[O:15])=[CH:10][CH:9]=2)[CH2:5][CH2:4][CH2:3][CH2:2]1. The catalyst class is: 5. (3) Reactant: C[O:2][C:3]([C:5]1[CH:13]=[C:12]([O:14]C(=O)C)[C:8]2[S:9][CH:10]=[CH:11][C:7]=2[CH:6]=1)=[O:4].O.[OH-].[Li+].Cl. Product: [OH:14][C:12]1[C:8]2[S:9][CH:10]=[CH:11][C:7]=2[CH:6]=[C:5]([C:3]([OH:4])=[O:2])[CH:13]=1. The catalyst class is: 738. (4) Reactant: [NH:1]1[C:9]2[C:4](=[CH:5][CH:6]=[CH:7][CH:8]=2)[C:3]([C:10](=[O:19])[CH2:11][C:12]2[CH:17]=[CH:16][C:15]([CH3:18])=[CH:14][CH:13]=2)=[CH:2]1.[Br-:20].[Br-].[Br-].C1([N+](C)(C)C)C=CC=CC=1.C1([N+](C)(C)C)C=CC=CC=1.C1([N+](C)(C)C)C=CC=CC=1. Product: [Br:20][CH:11]([C:12]1[CH:13]=[CH:14][C:15]([CH3:18])=[CH:16][CH:17]=1)[C:10]([C:3]1[C:4]2[C:9](=[CH:8][CH:7]=[CH:6][CH:5]=2)[NH:1][CH:2]=1)=[O:19]. The catalyst class is: 1. (5) Reactant: [Cl:1][C:2]1[C:3]([C:32]2[C:40]3[C:35](=[CH:36][CH:37]=[CH:38][CH:39]=3)[NH:34][C:33]=2[CH3:41])=[N:4][C:5]([NH:8][C@@H:9]2[CH2:14][CH2:13][CH2:12][C@H:11]([NH:15][C:16]([C:18]3[CH:23]=[CH:22][C:21]([NH:24]C(=O)OC(C)(C)C)=[CH:20][CH:19]=3)=[O:17])[CH2:10]2)=[N:6][CH:7]=1.Cl.CC(=O)OCC. Product: [NH2:24][C:21]1[CH:22]=[CH:23][C:18]([C:16]([NH:15][C@H:11]2[CH2:12][CH2:13][CH2:14][C@@H:9]([NH:8][C:5]3[N:4]=[C:3]([C:32]4[C:40]5[C:35](=[CH:36][CH:37]=[CH:38][CH:39]=5)[NH:34][C:33]=4[CH3:41])[C:2]([Cl:1])=[CH:7][N:6]=3)[CH2:10]2)=[O:17])=[CH:19][CH:20]=1. The catalyst class is: 425.